This data is from Catalyst prediction with 721,799 reactions and 888 catalyst types from USPTO. The task is: Predict which catalyst facilitates the given reaction. (1) Reactant: [H-].[Na+].[CH3:3][CH2:4][O:5][C:6]([CH:8](P(OCC)(OCC)=O)[F:9])=[O:7].[CH3:18][NH:19][C:20]1[CH:21]=[C:22]([C:26]2[CH:31]=[CH:30][C:29]([CH:32]=O)=[CH:28][CH:27]=2)[CH:23]=[CH:24][CH:25]=1.[Cl-].[NH4+]. Product: [F:9][C:8](=[CH:32][C:29]1[CH:28]=[CH:27][C:26]([C:22]2[CH:23]=[CH:24][CH:25]=[C:20]([NH:19][CH3:18])[CH:21]=2)=[CH:31][CH:30]=1)[C:6]([O:5][CH2:4][CH3:3])=[O:7]. The catalyst class is: 7. (2) Reactant: [C:1]([O-:4])(=[S:3])[CH3:2].[K+].[F:6][C:7]1[C:12]([CH:13]=[O:14])=[C:11]([F:15])[C:10]([F:16])=[C:9](F)[C:8]=1[F:18].C(Cl)(=O)C.O. Product: [F:6][C:7]1[C:8]([F:18])=[C:9]([S:3][C:1](=[O:4])[CH3:2])[C:10]([F:16])=[C:11]([F:15])[C:12]=1[CH:13]=[O:14]. The catalyst class is: 44.